Predict the product of the given reaction. From a dataset of Forward reaction prediction with 1.9M reactions from USPTO patents (1976-2016). (1) The product is: [I:45][CH2:2][C:3]1[CH:4]=[C:5]2[C:10](=[CH:11][CH:12]=1)[C@H:9]([NH:13][C:14](=[O:20])[O:15][C:16]([CH3:19])([CH3:18])[CH3:17])[CH2:8][CH2:7][CH2:6]2. Given the reactants O[CH2:2][C:3]1[CH:4]=[C:5]2[C:10](=[CH:11][CH:12]=1)[C@H:9]([NH:13][C:14](=[O:20])[O:15][C:16]([CH3:19])([CH3:18])[CH3:17])[CH2:8][CH2:7][CH2:6]2.C1(P(C2C=CC=CC=2)C2C=CC=CC=2)C=CC=CC=1.N1C=CN=C1.[I:45]I, predict the reaction product. (2) Given the reactants Cl[C:2]1[CH:3]=[C:4]([CH:9]=[CH:10][N:11]=1)[C:5]([O:7][CH3:8])=[O:6].[F:12][C:13]([F:24])([F:23])[C:14]1[CH:19]=[CH:18][C:17](B(O)O)=[CH:16][CH:15]=1.P([O-])([O-])([O-])=O.[K+].[K+].[K+], predict the reaction product. The product is: [F:12][C:13]([F:24])([F:23])[C:14]1[CH:19]=[CH:18][C:17]([C:2]2[CH:3]=[C:4]([CH:9]=[CH:10][N:11]=2)[C:5]([O:7][CH3:8])=[O:6])=[CH:16][CH:15]=1. (3) Given the reactants [CH:1]1[C:10]2[C:5](=[CH:6][C:7]([C:11]3[S:15][C:14]([NH:16][C@@H:17]([CH2:30][C:31]4[CH:36]=[CH:35][CH:34]=[C:33]([C:37]([F:40])([F:39])[F:38])[CH:32]=4)[CH2:18][N:19]4C(=O)C5C=CC=CC=5C4=O)=[N:13][N:12]=3)=[CH:8][CH:9]=2)[CH:4]=[CH:3][N:2]=1.O=C1C2C=CC=CC=2C(=O)N1C[C@@H](NC(NNC(C1C=C2C(=CC=1)C=NC=C2)=O)=S)CC1C=CC=C(C(F)(F)F)C=1, predict the reaction product. The product is: [NH2:19][CH2:18][C@@H:17]([NH:16][C:14]1[S:15][C:11]([C:7]2[CH:6]=[C:5]3[C:10](=[CH:9][CH:8]=2)[CH:1]=[N:2][CH:3]=[CH:4]3)=[N:12][N:13]=1)[CH2:30][C:31]1[CH:36]=[CH:35][CH:34]=[C:33]([C:37]([F:39])([F:40])[F:38])[CH:32]=1.